From a dataset of Human liver microsome stability data. Regression/Classification. Given a drug SMILES string, predict its absorption, distribution, metabolism, or excretion properties. Task type varies by dataset: regression for continuous measurements (e.g., permeability, clearance, half-life) or binary classification for categorical outcomes (e.g., BBB penetration, CYP inhibition). Dataset: hlm. (1) The compound is Cn1cc(CN2CCN(c3cc(C(=O)Nc4ccc5c(c4)-c4c(c(C(N)=O)nn4-c4ccc(F)cc4)CC5)c(Cl)cn3)CC2)cn1. The result is 1 (stable in human liver microsomes). (2) The compound is NS(=O)(=O)CC(=O)NCCSc1nonc1C(=NO)Nc1ccc(F)c(Br)c1. The result is 0 (unstable in human liver microsomes).